This data is from Full USPTO retrosynthesis dataset with 1.9M reactions from patents (1976-2016). The task is: Predict the reactants needed to synthesize the given product. (1) Given the product [Cl:73][C:17]1[CH:22]=[C:14]([CH2:13][C:12]([NH:11][C@H:10]([C:25]2[C:30]([C:31]3[CH:32]=[C:33]([CH:37]=[CH:38][CH:39]=3)[C:34]([NH2:36])=[O:35])=[CH:29][CH:28]=[CH:27][N:26]=2)[CH2:9][C:4]2[CH:5]=[C:6]([F:8])[CH:7]=[C:2]([F:1])[CH:3]=2)=[O:24])[CH:20]=[CH:19][CH:18]=1, predict the reactants needed to synthesize it. The reactants are: [F:1][C:2]1[CH:3]=[C:4]([CH2:9][C@@H:10]([C:25]2[C:30]([C:31]3[CH:32]=[C:33]([CH:37]=[CH:38][CH:39]=3)[C:34]([NH2:36])=[O:35])=[CH:29][CH:28]=[CH:27][N:26]=2)[NH:11][C:12](=[O:24])[CH2:13][C:14]2[C:22]3[C:17](=[CH:18][CH:19]=[C:20](F)C=3)NC=2)[CH:5]=[C:6]([F:8])[CH:7]=1.FC(F)(F)C(O)=O.N[C@H](C1C(C2C=C(C=CC=2)C(N)=O)=CC=CN=1)CC1C=C(F)C=C(F)C=1.[Cl:73]C1C=C(CC(O)=O)C=CC=1. (2) Given the product [Br:3][C:4]1[CH:5]=[CH:6][CH:7]=[C:8]([CH2:11][CH2:12][N:13]2[CH2:18][CH2:17][N:16]([C:19]3[CH:28]=[CH:27][CH:26]=[C:25]4[C:20]=3[CH:21]=[CH:22][C:23]([CH3:29])=[N:24]4)[CH2:15][CH2:14]2)[C:9]=1[O:10][CH:32]([CH3:36])[C:33]([NH2:35])=[O:34], predict the reactants needed to synthesize it. The reactants are: [H-].[Na+].[Br:3][C:4]1[C:9]([OH:10])=[C:8]([CH2:11][CH2:12][N:13]2[CH2:18][CH2:17][N:16]([C:19]3[CH:28]=[CH:27][CH:26]=[C:25]4[C:20]=3[CH:21]=[CH:22][C:23]([CH3:29])=[N:24]4)[CH2:15][CH2:14]2)[C:7](F)=[CH:6][CH:5]=1.Br[CH:32]([CH3:36])[C:33]([NH2:35])=[O:34].